Dataset: Full USPTO retrosynthesis dataset with 1.9M reactions from patents (1976-2016). Task: Predict the reactants needed to synthesize the given product. (1) Given the product [F:19][C:13]1[CH:14]=[CH:15][CH:16]=[C:17]([F:18])[C:12]=1[C:9]1[N:8]=[CH:7][C:6]([C:4]([OH:5])=[O:3])=[CH:11][CH:10]=1, predict the reactants needed to synthesize it. The reactants are: C([O:3][C:4]([C:6]1[CH:7]=[N:8][C:9]([C:12]2[C:17]([F:18])=[CH:16][CH:15]=[CH:14][C:13]=2[F:19])=[CH:10][CH:11]=1)=[O:5])C.[OH-].[Na+]. (2) Given the product [CH3:24][O:23][C:22]1[CH:21]=[CH:20][C:17]([CH:18]=[O:19])=[CH:16][C:15]=1[C:5]1[CH:6]=[CH:7][C:8]([O:9][CH3:10])=[C:3]([O:2][CH3:1])[CH:4]=1, predict the reactants needed to synthesize it. The reactants are: [CH3:1][O:2][C:3]1[CH:4]=[C:5](B(O)O)[CH:6]=[CH:7][C:8]=1[O:9][CH3:10].Br[C:15]1[CH:16]=[C:17]([CH:20]=[CH:21][C:22]=1[O:23][CH3:24])[CH:18]=[O:19].C(=O)([O-])[O-].[K+].[K+]. (3) Given the product [NH2:1][CH2:2][CH:3]([NH:4][C:5]([C:7]1[S:8][CH:9]=[CH:10][C:11]=1[NH:12][C:13]1[CH:18]=[CH:17][N:16]=[C:15]2[NH:19][CH:20]=[CH:21][C:14]=12)=[O:6])[C:33]1[CH:38]=[CH:37][CH:36]=[C:35]([F:39])[CH:34]=1, predict the reactants needed to synthesize it. The reactants are: [NH2:1][CH2:2][CH2:3][NH:4][C:5]([C:7]1[S:8][CH:9]=[CH:10][C:11]=1[NH:12][C:13]1[CH:18]=[CH:17][N:16]=[C:15]2[NH:19][CH:20]=[CH:21][C:14]=12)=[O:6].NC([C:33]1[CH:38]=[CH:37][CH:36]=[C:35]([F:39])[CH:34]=1)CNC(=O)OC(C)(C)C.N1CCC[C@@H]1CNC(C1SC=CC=1NC1C=CN=C2NC=CC=12)=O. (4) The reactants are: [OH:1][C:2]1[C:3]([C:16]([NH:18][C:19]2[C:28]3[C:23](=[CH:24][CH:25]=[CH:26][CH:27]=3)[CH:22]=[CH:21][CH:20]=2)=[O:17])=[CH:4][N:5]([CH2:9][C:10]2[CH:15]=[CH:14][CH:13]=[CH:12][CH:11]=2)[C:6](=[O:8])[CH:7]=1.OC1C([C:44]([OH:46])=[O:45])=CN(CC2C=CC=CC=2)C(=O)C=1.C(Cl)CCl.O.N1C2C(=NC=CC=2)N(O)N=1.C1(N)C2C(=CC=CC=2)C=CC=1.[CH3:73][N:74](C)[CH:75]=[O:76]. Given the product [OH:1][C:2]1[C:3]([C:16]([NH:18][C:19]2[C:28]3[C:23](=[CH:24][CH:25]=[CH:26][CH:27]=3)[CH:22]=[CH:21][CH:20]=2)=[O:17])=[CH:4][N:5]([CH2:9][C:10]2[CH:15]=[CH:14][CH:13]=[CH:12][CH:11]=2)[C:6](=[O:8])[C:7]=1[C:75]([NH:74][CH2:73][C:44]([OH:46])=[O:45])=[O:76], predict the reactants needed to synthesize it. (5) Given the product [C:16]([O:20][C:21](=[O:39])[C:22]1[CH:27]=[C:26]([C:4]2[CH:5]=[C:6]([Cl:8])[N:7]=[C:2]([NH2:1])[N:3]=2)[C:25]([CH3:37])=[CH:24][C:23]=1[CH3:38])([CH3:19])([CH3:18])[CH3:17], predict the reactants needed to synthesize it. The reactants are: [NH2:1][C:2]1[N:7]=[C:6]([Cl:8])[CH:5]=[C:4](Cl)[N:3]=1.C(=O)(O)[O-].[Na+].O.[C:16]([O:20][C:21](=[O:39])[C:22]1[CH:27]=[C:26](B2OC(C)(C)C(C)(C)O2)[C:25]([CH3:37])=[CH:24][C:23]=1[CH3:38])([CH3:19])([CH3:18])[CH3:17]. (6) The reactants are: C(O[C:4]([C:6](C)([C:15](=[O:17])[CH3:16])[CH2:7][CH2:8][CH2:9][CH2:10][S:11]([O-:14])(=[O:13])=[O:12])=O)C.[Na+].[OH-].[Na+]. Given the product [CH3:4][CH:6]([C:15](=[O:17])[CH3:16])[CH2:7][CH2:8][CH2:9][CH2:10][S:11]([OH:14])(=[O:12])=[O:13], predict the reactants needed to synthesize it. (7) Given the product [CH:1]([O:4][C:5]1[N:10]=[C:9]([C:11]2[C:19]3[C:14](=[CH:15][CH:16]=[C:17]([C:20]4[N:24]=[C:23]([NH:25][CH:26]([CH3:28])[CH3:27])[O:22][N:21]=4)[CH:18]=3)[NH:13][CH:12]=2)[CH:8]=[N:7][CH:6]=1)([CH3:3])[CH3:2], predict the reactants needed to synthesize it. The reactants are: [CH:1]([O:4][C:5]1[N:10]=[C:9]([C:11]2[C:19]3[C:14](=[CH:15][CH:16]=[C:17]([C:20]4[N:24]=[C:23]([NH:25][CH:26]([CH3:28])[CH3:27])[O:22][N:21]=4)[CH:18]=3)[N:13](S(C3C=CC(C)=CC=3)(=O)=O)[CH:12]=2)[CH:8]=[N:7][CH:6]=1)([CH3:3])[CH3:2].[OH-].[Na+]. (8) Given the product [NH2:24][C:21]1[CH:20]=[CH:19][C:18]([C:16]([C:10]2[CH:9]=[C:8]([C:4]3[CH:5]=[CH:6][CH:7]=[C:2]([Cl:1])[CH:3]=3)[C:13]([O:14][CH3:15])=[CH:12][CH:11]=2)=[O:17])=[CH:23][CH:22]=1, predict the reactants needed to synthesize it. The reactants are: [Cl:1][C:2]1[CH:3]=[C:4]([C:8]2[C:13]([O:14][CH3:15])=[CH:12][CH:11]=[C:10]([C:16]([C:18]3[CH:23]=[CH:22][C:21]([N+:24]([O-])=O)=[CH:20][CH:19]=3)=[O:17])[CH:9]=2)[CH:5]=[CH:6][CH:7]=1.[NH4+].[Cl-]. (9) The reactants are: [ClH:1].[N:2]1[CH:7]=[CH:6][C:5]([CH2:8][C:9]#N)=[CH:4][CH:3]=1.[H-].[Na+].[CH3:13]I.C[N:16]([CH:18]=[O:19])C. Given the product [ClH:1].[NH:2]1[CH2:7][CH2:6][CH:5]([C:8]([CH3:9])([CH3:13])[C:18]([NH2:16])=[O:19])[CH2:4][CH2:3]1, predict the reactants needed to synthesize it.